This data is from Forward reaction prediction with 1.9M reactions from USPTO patents (1976-2016). The task is: Predict the product of the given reaction. (1) Given the reactants Cl[CH2:2][C:3]([NH:5][CH2:6][C:7](=[O:18])[C:8]1[CH:13]=[C:12]([O:14][CH3:15])[CH:11]=[CH:10][C:9]=1[O:16][CH3:17])=[O:4].[N-:19]=[N+:20]=[N-:21].[Na+].[I-].[K+], predict the reaction product. The product is: [N:19]([CH2:2][C:3]([NH:5][CH2:6][C:7](=[O:18])[C:8]1[CH:13]=[C:12]([O:14][CH3:15])[CH:11]=[CH:10][C:9]=1[O:16][CH3:17])=[O:4])=[N+:20]=[N-:21]. (2) Given the reactants C1(C(C2C=CC=CC=2)=[N:8][CH2:9][C:10]([O:12][CH3:13])=[O:11])C=CC=CC=1.CC(C)([O-])C.[K+].CS(O[CH2:31][CH2:32][CH2:33][C:34]([F:40])([F:39])[C:35]([F:38])([F:37])[F:36])(=O)=O.[ClH:41].O, predict the reaction product. The product is: [ClH:41].[NH2:8][CH:9]([CH2:31][CH2:32][CH2:33][C:34]([F:40])([F:39])[C:35]([F:38])([F:37])[F:36])[C:10]([O:12][CH3:13])=[O:11]. (3) Given the reactants Cl[C:2]1[N:7]=[C:6]([NH:8][CH2:9][C:10]2[CH:15]=[CH:14][CH:13]=[C:12]([O:16][CH3:17])[CH:11]=2)[C:5]([Cl:18])=[CH:4][N:3]=1.[NH2:19][C:20]1[CH:21]=[C:22]([CH2:26][CH2:27][OH:28])[CH:23]=[CH:24][CH:25]=1.O.C1(C)C=CC(S(O)(=O)=O)=CC=1.C([O-])(O)=O.[Na+], predict the reaction product. The product is: [Cl:18][C:5]1[C:6]([NH:8][CH2:9][C:10]2[CH:15]=[CH:14][CH:13]=[C:12]([O:16][CH3:17])[CH:11]=2)=[N:7][C:2]([NH:19][C:20]2[CH:21]=[C:22]([CH2:26][CH2:27][OH:28])[CH:23]=[CH:24][CH:25]=2)=[N:3][CH:4]=1. (4) Given the reactants [O:1]1[C@@H:13]2[C@@:14]34[CH2:16][CH2:17][NH:18][C@@H:8]([C@@H:9]3[CH2:10][CH2:11][C:12]2=[O:19])[CH2:7][C:6]2=[C:15]4[C:2]1=[C:3]([OH:20])[CH:4]=[CH:5]2.[CH:21]1([CH2:24]Br)[CH2:23][CH2:22]1.C([O-])(O)=O.[Na+], predict the reaction product. The product is: [CH:21]1([CH2:24][N:18]2[CH2:17][CH2:16][C@:14]34[C:15]5[C:2]6[O:1][C@H:13]3[C:12](=[O:19])[CH2:11][CH2:10][C@H:9]4[C@H:8]2[CH2:7][C:6]=5[CH:5]=[CH:4][C:3]=6[OH:20])[CH2:23][CH2:22]1. (5) Given the reactants [F:1][C:2]([F:15])([C:6]1[CH:11]=[CH:10][C:9]([N+:12]([O-])=O)=[CH:8][CH:7]=1)[C:3]([OH:5])=O.S(Cl)(Cl)=O.[CH3:20][N:21]1[CH2:26][CH2:25][NH:24][CH2:23][CH2:22]1.C(N(CC)C(C)C)(C)C.ClCCCl, predict the reaction product. The product is: [NH2:12][C:9]1[CH:10]=[CH:11][C:6]([C:2]([F:1])([F:15])[C:3]([N:24]2[CH2:25][CH2:26][N:21]([CH3:20])[CH2:22][CH2:23]2)=[O:5])=[CH:7][CH:8]=1. (6) Given the reactants [CH3:1][C:2]([CH3:26])([CH3:25])[CH2:3][O:4][C:5]1[C:10]([O:11][CH3:12])=[CH:9][CH:8]=[CH:7][C:6]=1/[CH:13]=[CH:14]/[C:15]1[N:16]=[C:17]2[S:24][CH:23]=[CH:22][N:18]2[C:19](=[O:21])[CH:20]=1.[I:27]N1C(=O)CCC1=O, predict the reaction product. The product is: [CH3:1][C:2]([CH3:26])([CH3:25])[CH2:3][O:4][C:5]1[C:10]([O:11][CH3:12])=[CH:9][CH:8]=[CH:7][C:6]=1/[CH:13]=[CH:14]/[C:15]1[N:16]=[C:17]2[S:24][CH:23]=[CH:22][N:18]2[C:19](=[O:21])[C:20]=1[I:27].